Dataset: Full USPTO retrosynthesis dataset with 1.9M reactions from patents (1976-2016). Task: Predict the reactants needed to synthesize the given product. (1) Given the product [O:22]([C:14]1[CH:13]=[C:12]([N:8]2[CH2:9][CH2:10][C:5]3([O:4][CH2:3][CH2:2][O:1]3)[CH2:6][CH2:7]2)[CH:21]=[CH:20][C:15]=1[C:16]([O:18][CH3:19])=[O:17])[C:23]1[CH:24]=[CH:25][CH:26]=[CH:27][CH:28]=1, predict the reactants needed to synthesize it. The reactants are: [O:1]1[C:5]2([CH2:10][CH2:9][NH:8][CH2:7][CH2:6]2)[O:4][CH2:3][CH2:2]1.F[C:12]1[CH:21]=[CH:20][C:15]([C:16]([O:18][CH3:19])=[O:17])=[C:14]([O:22][C:23]2[CH:28]=[CH:27][CH:26]=[CH:25][CH:24]=2)[CH:13]=1.C([O-])([O-])=O.[K+].[K+].O. (2) The reactants are: [N+:1]([C:4]1[CH:9]=[CH:8][C:7]([C:10]([N:12]2[C@H:21]3[C@@H:16]([CH2:17][CH2:18][CH2:19][CH2:20]3)[CH2:15][CH2:14][CH2:13]2)=[O:11])=[CH:6][CH:5]=1)([O-])=O. Given the product [NH2:1][C:4]1[CH:5]=[CH:6][C:7]([C:10]([N:12]2[C@H:21]3[C@@H:16]([CH2:17][CH2:18][CH2:19][CH2:20]3)[CH2:15][CH2:14][CH2:13]2)=[O:11])=[CH:8][CH:9]=1, predict the reactants needed to synthesize it. (3) Given the product [CH3:1][O:2][CH2:3][CH2:4][NH:5][C:9](=[O:10])[CH2:8][C:7](=[O:11])[CH3:6], predict the reactants needed to synthesize it. The reactants are: [CH3:1][O:2][CH2:3][CH2:4][NH2:5].[CH2:6]=[C:7]1[O:11][C:9](=[O:10])[CH2:8]1. (4) Given the product [CH2:1]([O:8][CH2:9][CH2:10][C@H:11]1[CH2:14][C@H:13]([C:15]([OH:17])=[O:16])[CH2:12]1)[C:2]1[CH:7]=[CH:6][CH:5]=[CH:4][CH:3]=1, predict the reactants needed to synthesize it. The reactants are: [CH2:1]([O:8][CH2:9][CH2:10][CH:11]1[CH2:14][C:13]([C:15]([OH:17])=[O:16])=[CH:12]1)[C:2]1[CH:7]=[CH:6][CH:5]=[CH:4][CH:3]=1.Cl.